This data is from Reaction yield outcomes from USPTO patents with 853,638 reactions. The task is: Predict the reaction yield, written as a fraction of the theoretical maximum amount of product (1.0 means a 100% yield; for example, 0.34 means a 34% yield). (1) The reactants are [H-].[H-].[H-].[H-].[Li+].[Al+3].[CH3:7][O:8][C:9]1[CH:17]=[C:16]2[C:12]([CH:13]=[C:14]([C:18](OC)=O)[NH:15]2)=[CH:11][CH:10]=1. The catalyst is O1CCOCC1. The product is [CH3:7][O:8][C:9]1[CH:17]=[C:16]2[C:12]([CH:13]=[C:14]([CH3:18])[NH:15]2)=[CH:11][CH:10]=1. The yield is 0.610. (2) The yield is 0.580. The reactants are [C:1]([O:5][C:6](=[O:18])[NH:7][C:8]1([C:16]#[CH:17])[CH2:13][O:12][C:11]([CH3:15])([CH3:14])[O:10][CH2:9]1)([CH3:4])([CH3:3])[CH3:2].C#CCCCCCC.[C:27]12([C:37]3[CH:42]=[C:41](I)[CH:40]=[CH:39][C:38]=3[O:44][CH:45]([CH3:47])[CH3:46])[CH2:36][CH:31]3[CH2:32][CH:33]([CH2:35][CH:29]([CH2:30]3)[CH2:28]1)[CH2:34]2.IC1C=C2C(=CC=1)CN(C(C1C=CC=CC=1)(C1C=CC=CC=1)C1C=CC=CC=1)C2. No catalyst specified. The product is [C:1]([O:5][C:6](=[O:18])[NH:7][C:8]1([C:16]#[C:17][C:41]2[CH:40]=[CH:39][C:38]([O:44][CH:45]([CH3:47])[CH3:46])=[C:37]([C:27]34[CH2:36][CH:31]5[CH2:32][CH:33]([CH2:35][CH:29]([CH2:30]5)[CH2:28]3)[CH2:34]4)[CH:42]=2)[CH2:13][O:12][C:11]([CH3:15])([CH3:14])[O:10][CH2:9]1)([CH3:4])([CH3:3])[CH3:2]. (3) The reactants are C(OC(=O)[NH:7][CH:8]([C:10]1[N:20]2[C:21]3[C:16]([O:17][CH2:18][CH2:19]2)=[C:15]([F:22])[CH:14]=[CH:13][C:12]=3[N:11]=1)[CH3:9])(C)(C)C.FC1C=CC2=C3C=1OCCN3C(C(NC(=O)C)C)=N2.C(O)(C(F)(F)F)=O.C1(C)C=CC=CC=1. The catalyst is C(Cl)Cl. The product is [F:22][C:15]1[CH:14]=[CH:13][C:12]2=[C:21]3[C:16]=1[O:17][CH2:18][CH2:19][N:20]3[C:10]([CH:8]([NH2:7])[CH3:9])=[N:11]2. The yield is 0.650. (4) The reactants are Br[C:2]1[CH:18]=[CH:17][C:5]2[C:6]3[N:7]=[C:8]([C:14]([OH:16])=[O:15])[S:9][C:10]=3[CH2:11][CH2:12][O:13][C:4]=2[CH:3]=1.CC1(C)C(C)(C)OB([C:27]2[CH:28]=[N:29][NH:30][CH:31]=2)O1.C(=O)(O)[O-].[Na+].O.C(#N)C. The catalyst is C(OCC)(=O)C.C1C=CC([P]([Pd]([P](C2C=CC=CC=2)(C2C=CC=CC=2)C2C=CC=CC=2)([P](C2C=CC=CC=2)(C2C=CC=CC=2)C2C=CC=CC=2)[P](C2C=CC=CC=2)(C2C=CC=CC=2)C2C=CC=CC=2)(C2C=CC=CC=2)C2C=CC=CC=2)=CC=1. The product is [NH:29]1[CH:28]=[C:27]([C:2]2[CH:18]=[CH:17][C:5]3[C:6]4[N:7]=[C:8]([C:14]([OH:16])=[O:15])[S:9][C:10]=4[CH2:11][CH2:12][O:13][C:4]=3[CH:3]=2)[CH:31]=[N:30]1. The yield is 1.03.